This data is from Forward reaction prediction with 1.9M reactions from USPTO patents (1976-2016). The task is: Predict the product of the given reaction. The product is: [F:1][C:2]1[C:3]([C:9]2[C:13]([Cl:14])=[C:12]([O:15][CH:16]([F:18])[F:17])[N:11]([CH3:19])[N:10]=2)=[N:4][CH:5]=[C:6]([CH3:22])[CH:7]=1. Given the reactants [F:1][C:2]1[C:3]([C:9]2[C:13]([Cl:14])=[C:12]([O:15][CH:16]([F:18])[F:17])[N:11]([CH3:19])[N:10]=2)=[N:4][CH:5]=[C:6](Cl)[CH:7]=1.Cl.O1CCOC[CH2:22]1, predict the reaction product.